Predict the reactants needed to synthesize the given product. From a dataset of Full USPTO retrosynthesis dataset with 1.9M reactions from patents (1976-2016). (1) Given the product [C:32]1([S:29]([N:26]2[CH2:25][CH2:24][N:23]([C:21]([C:16]3[NH:17][C:18]4[C:14]([CH:15]=3)=[CH:13][C:12]([C:10]([N:7]3[CH2:8][CH2:9][N:4]([CH:1]([CH3:3])[CH3:2])[CH2:5][CH2:6]3)=[O:11])=[CH:20][CH:19]=4)=[O:22])[CH2:28][CH2:27]2)(=[O:30])=[O:31])[CH:37]=[CH:38][CH:33]=[CH:34][CH:35]=1, predict the reactants needed to synthesize it. The reactants are: [CH:1]([N:4]1[CH2:9][CH2:8][N:7]([C:10]([C:12]2[CH:13]=[C:14]3[C:18](=[CH:19][CH:20]=2)[NH:17][C:16]([C:21]([N:23]2[CH2:28][CH2:27][N:26]([S:29]([CH3:32])(=[O:31])=[O:30])[CH2:25][CH2:24]2)=[O:22])=[CH:15]3)=[O:11])[CH2:6][CH2:5]1)([CH3:3])[CH3:2].[C:33]1(S(N2CCNCC2)(=O)=O)[CH:38]=[CH:37]C=[CH:35][CH:34]=1. (2) Given the product [NH2:36][C:9]1[C:10]2[S:14][CH:13]=[C:12]([C:15]3[CH:20]=[CH:19][C:18]([NH:21][C:22]([C:24]4[N:25]([CH3:33])[C:26]5[C:31]([CH:32]=4)=[CH:30][CH:29]=[CH:28][CH:27]=5)=[O:23])=[C:17]([O:34][CH3:35])[CH:16]=3)[C:11]=2[C:6]([N:5]=[CH:4][N:2]([CH3:3])[CH3:1])=[N:7][CH:8]=1, predict the reactants needed to synthesize it. The reactants are: [CH3:1][N:2]([CH:4]=[N:5][C:6]1[C:11]2[C:12]([C:15]3[CH:20]=[CH:19][C:18]([NH:21][C:22]([C:24]4[N:25]([CH3:33])[C:26]5[C:31]([CH:32]=4)=[CH:30][CH:29]=[CH:28][CH:27]=5)=[O:23])=[C:17]([O:34][CH3:35])[CH:16]=3)=[CH:13][S:14][C:10]=2[C:9]([N:36]=C(C2C=CC=CC=2)C2C=CC=CC=2)=[CH:8][N:7]=1)[CH3:3].Cl. (3) The reactants are: [Cl:1][C:2]1[CH:3]=[N:4][CH:5]=[C:6]([Cl:9])[C:7]=1Cl.[NH:10]1[CH2:15][CH2:14][CH:13]([C:16]([O:18][CH2:19][CH3:20])=[O:17])[CH2:12][CH2:11]1.C(N(CC)CC)C.C(OCC)(=O)C. Given the product [Cl:9][C:6]1[CH:5]=[N:4][CH:3]=[C:2]([Cl:1])[C:7]=1[N:10]1[CH2:15][CH2:14][CH:13]([C:16]([O:18][CH2:19][CH3:20])=[O:17])[CH2:12][CH2:11]1, predict the reactants needed to synthesize it. (4) The reactants are: [CH3:1][O:2][C:3](=[O:18])[C:4]1[CH:9]=[CH:8][C:7]([N:10]2[CH2:15][CH2:14][CH:13]([OH:16])[CH2:12][CH2:11]2)=[CH:6][C:5]=1Br.[C:19]1(B(O)O)[CH:24]=[CH:23][CH:22]=[CH:21][CH:20]=1.P([O-])([O-])([O-])=O.[K+].[K+].[K+]. Given the product [CH3:1][O:2][C:3]([C:4]1[C:5]([C:19]2[CH:24]=[CH:23][CH:22]=[CH:21][CH:20]=2)=[CH:6][C:7]([N:10]2[CH2:15][CH2:14][CH:13]([OH:16])[CH2:12][CH2:11]2)=[CH:8][CH:9]=1)=[O:18], predict the reactants needed to synthesize it. (5) The reactants are: Br[C:2]1[CH:3]=[CH:4][C:5]2[C:14]3[CH2:13][CH2:12][N:11]([C:15]([O:17][C:18]([CH3:21])([CH3:20])[CH3:19])=[O:16])[CH2:10][CH2:9][C:8]=3[N:7]([CH3:22])[C:6]=2[N:23]=1.[F:24][C:25]([F:40])([F:39])[C:26]1[CH:27]=[CH:28][C:29]([C:32]2[CH:37]=[CH:36][NH:35][C:34](=[O:38])[CH:33]=2)=[N:30][CH:31]=1.C([O-])([O-])=O.[Cs+].[Cs+].OC1C=CC=C2C=1N=CC=C2. Given the product [CH3:22][N:7]1[C:8]2[CH2:9][CH2:10][N:11]([C:15]([O:17][C:18]([CH3:21])([CH3:20])[CH3:19])=[O:16])[CH2:12][CH2:13][C:14]=2[C:5]2[CH:4]=[CH:3][C:2]([N:35]3[CH:36]=[CH:37][C:32]([C:29]4[CH:28]=[CH:27][C:26]([C:25]([F:24])([F:39])[F:40])=[CH:31][N:30]=4)=[CH:33][C:34]3=[O:38])=[N:23][C:6]1=2, predict the reactants needed to synthesize it. (6) The reactants are: [CH3:1][O:2][C:3]([C:5]1[O:6][C:7]([C:9]2[C:14]([C:15]=1[C:16]1[CH:21]=[CH:20][CH:19]=[CH:18][CH:17]=1)=[CH:13][C:12]([Cl:22])=[CH:11][CH:10]=2)=O)=[O:4].[CH3:23][NH:24][NH2:25]. Given the product [CH3:1][O:2][C:3]([C:5]1[N:25]([NH:24][CH3:23])[C:7](=[O:6])[C:9]2[C:14]([C:15]=1[C:16]1[CH:21]=[CH:20][CH:19]=[CH:18][CH:17]=1)=[CH:13][C:12]([Cl:22])=[CH:11][CH:10]=2)=[O:4], predict the reactants needed to synthesize it.